Dataset: Forward reaction prediction with 1.9M reactions from USPTO patents (1976-2016). Task: Predict the product of the given reaction. The product is: [CH3:20][C:6]1[CH:5]=[C:4]([CH2:30][C:29]([OH:32])=[O:31])[CH:3]=[C:2]([CH3:1])[C:7]=1[O:8][C:9]1[CH:14]=[CH:13][C:12]([O:15][CH3:16])=[C:11]([CH:17]([CH3:18])[CH3:19])[CH:10]=1. Given the reactants [CH3:1][C:2]1[CH:3]=[C:4](CC#N)[CH:5]=[C:6]([CH3:20])[C:7]=1[O:8][C:9]1[CH:14]=[CH:13][C:12]([O:15][CH3:16])=[C:11]([CH:17]([CH3:19])[CH3:18])[CH:10]=1.OS(O)(=O)=O.[C:29]([OH:32])(=[O:31])[CH3:30], predict the reaction product.